From a dataset of Catalyst prediction with 721,799 reactions and 888 catalyst types from USPTO. Predict which catalyst facilitates the given reaction. (1) Reactant: C=O.[NH2:3][N:4]([CH2:9][CH2:10][OH:11])[C:5](=[O:8])[O:6][CH3:7].[C:12]1(C)C=CC(S(O)(=O)=O)=CC=1.S([O-])([O-])(=O)=O.[Mg+2]. Product: [O:11]1[CH2:10][CH2:9][N:4]([C:5]([O:6][CH3:7])=[O:8])[NH:3][CH2:12]1. The catalyst class is: 2. (2) Reactant: [CH3:1][O:2][C:3](=[O:33])[CH2:4][CH2:5][CH2:6][C:7]1[CH:12]=[CH:11][CH:10]=[CH:9][C:8]=1[N:13]([C:15](=[O:32])[C:16]1[CH:21]=[CH:20][C:19]([Cl:22])=[C:18](B2OC(C)(C)C(C)(C)O2)[CH:17]=1)[CH3:14].Br[C:35]1[CH:36]=[CH:37][C:38]([Cl:41])=[N:39][CH:40]=1.[C:42]([O-])([O-])=O.[K+].[K+]. Product: [CH3:1][O:2][C:3](=[O:33])[CH2:4][CH2:5][CH2:6][C:7]1[CH:12]=[CH:11][CH:10]=[CH:9][C:8]=1[N:13]([C:15](=[O:32])[C:16]1[CH:21]=[CH:20][C:19]([Cl:22])=[C:18]([C:35]2[CH:40]=[N:39][C:38]([Cl:41])=[CH:37][C:36]=2[CH3:42])[CH:17]=1)[CH3:14]. The catalyst class is: 77. (3) Reactant: [CH3:1][C:2]([O:4][C@@H:5]1[CH2:18][C:17]2[C@@:8]([CH3:24])([C@@H:9]3[C@@H:14]([CH2:15][CH:16]=2)[C@@H:13]2[CH2:19][CH2:20][C:21](=O)[C@@:12]2([CH3:23])[CH2:11][CH2:10]3)[CH2:7][CH2:6]1)=[O:3].FC(F)(F)S(OS(C(F)(F)F)(=O)=O)(=O)=O.C([C:44]1[CH:49]=[C:48](C)[CH:47]=[C:46](C(C)(C)C)[N:45]=1)(C)(C)C. Product: [CH3:1][C:2]([O:4][C@@H:5]1[CH2:6][C:7]2[C@@:8]([CH3:24])([C@@H:9]3[C@@H:14]([CH2:15][CH:16]=2)[C@@H:13]2[CH2:19][CH:20]=[C:21]([C:47]4[CH:48]=[CH:49][CH:44]=[N:45][CH:46]=4)[C@@:12]2([CH3:23])[CH2:11][CH2:10]3)[CH2:17][CH2:18]1)=[O:3]. The catalyst class is: 2. (4) Reactant: [F:1][C:2]1[CH:26]=[C:25]([F:27])[CH:24]=[CH:23][C:3]=1[CH2:4][N:5]1[C:14]2[C:9](=[CH:10][CH:11]=[CH:12][CH:13]=2)[CH2:8][CH:7]([NH:15]C(=O)OC(C)(C)C)[CH2:6]1.[F:28][C:29]([F:34])([F:33])[C:30]([OH:32])=[O:31]. Product: [F:1][C:2]1[CH:26]=[C:25]([F:27])[CH:24]=[CH:23][C:3]=1[CH2:4][N:5]1[C:14]2[C:9](=[CH:10][CH:11]=[CH:12][CH:13]=2)[CH2:8][CH:7]([NH2:15])[CH2:6]1.[C:30]([OH:32])([C:29]([F:34])([F:33])[F:28])=[O:31]. The catalyst class is: 4. (5) Reactant: [CH3:1][O:2][C:3]1([CH2:22][C:23]2[CH:28]=[CH:27][CH:26]=[CH:25][C:24]=2[CH3:29])[CH2:8][CH2:7][CH:6]([N:9]2[CH2:14][CH2:13][N:12](C(OC(C)(C)C)=O)[CH2:11][CH2:10]2)[CH2:5][CH2:4]1.Cl. Product: [CH3:1][O:2][C:3]1([CH2:22][C:23]2[CH:28]=[CH:27][CH:26]=[CH:25][C:24]=2[CH3:29])[CH2:4][CH2:5][CH:6]([N:9]2[CH2:10][CH2:11][NH:12][CH2:13][CH2:14]2)[CH2:7][CH2:8]1. The catalyst class is: 268. (6) Reactant: CC(C)([O-])C.[Na+].[C:7](=[NH:20])([C:14]1[CH:19]=[CH:18][CH:17]=[CH:16][CH:15]=1)[C:8]1[CH:13]=[CH:12][CH:11]=[CH:10][CH:9]=1.[Cl:21][C:22]1[CH:27]=[C:26]([CH3:28])[CH:25]=[C:24](Cl)[N:23]=1. Product: [Cl:21][C:22]1[N:23]=[C:24]([N:20]=[C:7]([C:14]2[CH:15]=[CH:16][CH:17]=[CH:18][CH:19]=2)[C:8]2[CH:13]=[CH:12][CH:11]=[CH:10][CH:9]=2)[CH:25]=[C:26]([CH3:28])[CH:27]=1. The catalyst class is: 187. (7) Reactant: [CH2:1]([CH:3]1[C:9]2[CH:10]=[CH:11][C:12]([O:14]C)=[CH:13][C:8]=2[CH2:7][CH2:6][CH2:5][C:4]1([C:17]1[CH:22]=[CH:21][C:20]([O:23]C)=[CH:19][CH:18]=1)[CH3:16])[CH3:2].B(Br)(Br)Br. Product: [CH2:1]([CH:3]1[C:9]2[CH:10]=[CH:11][C:12]([OH:14])=[CH:13][C:8]=2[CH2:7][CH2:6][CH2:5][C:4]1([C:17]1[CH:22]=[CH:21][C:20]([OH:23])=[CH:19][CH:18]=1)[CH3:16])[CH3:2]. The catalyst class is: 2. (8) Reactant: [F:1][C:2]([F:14])([F:13])[CH:3]([C:5]1[CH:10]=[CH:9][N:8]=[C:7]([C:11]#[N:12])[CH:6]=1)[OH:4].C(=O)([O-])[O-].[K+].[K+].Br[CH2:22][CH:23]=[CH2:24].[Cl-].[NH4+]. Product: [F:14][C:2]([F:1])([F:13])[CH:3]([C:5]1[CH:10]=[CH:9][N:8]=[C:7]([C:11]#[N:12])[CH:6]=1)[O:4][CH2:24][CH:23]=[CH2:22]. The catalyst class is: 9.